Task: Predict the reactants needed to synthesize the given product.. Dataset: Full USPTO retrosynthesis dataset with 1.9M reactions from patents (1976-2016) (1) Given the product [Cl:19][C:20]1[CH:21]=[C:22]([CH:26]=[CH:27][C:28]=1[F:29])[C:23]([NH:5][CH:6]1[CH2:7][CH2:8][N:9]([C:12]([O:14][C:15]([CH3:18])([CH3:17])[CH3:16])=[O:13])[CH2:10][CH2:11]1)=[O:24], predict the reactants needed to synthesize it. The reactants are: C(Cl)(Cl)Cl.[NH2:5][CH:6]1[CH2:11][CH2:10][N:9]([C:12]([O:14][C:15]([CH3:18])([CH3:17])[CH3:16])=[O:13])[CH2:8][CH2:7]1.[Cl:19][C:20]1[CH:21]=[C:22]([CH:26]=[CH:27][C:28]=1[F:29])[C:23](Cl)=[O:24].C([O-])(O)=O.[Na+]. (2) Given the product [OH2:2].[CH3:1][O:2][C:3]1[C:8]([C:9]2[CH:10]=[C:11]([NH:14][C:15]3[CH:20]=[N:19][CH:18]=[C:17]([O:21][C@@H:22]4[CH2:27][CH2:26][CH2:25][NH:24][CH2:23]4)[N:16]=3)[NH:12][N:13]=2)=[CH:7][CH:6]=[C:5]([CH3:28])[N:4]=1, predict the reactants needed to synthesize it. The reactants are: [CH3:1][O:2][C:3]1[C:8]([C:9]2[CH:10]=[C:11]([NH:14][C:15]3[CH:20]=[N:19][CH:18]=[C:17]([O:21][C@@H:22]4[CH2:27][CH2:26][CH2:25][NH:24][CH2:23]4)[N:16]=3)[NH:12][N:13]=2)=[CH:7][CH:6]=[C:5]([CH3:28])[N:4]=1.